Task: Predict the product of the given reaction.. Dataset: Forward reaction prediction with 1.9M reactions from USPTO patents (1976-2016) (1) Given the reactants ClC1C=CC2NCCCC(=O)C=2C=1.ClC1C=CC2N(C(=O)C3C=CC([N+]([O-])=O)=CC=3C)CCCC(=O)C=2C=1.ClC1C=CC2N(C(=O)C3C=CC(NC(=O)C4C=CC=CC=4C)=CC=3C)CCCC(=O)C=2C=1.[Cl:71][C:72]1[CH:73]=[CH:74][C:75]2[N:81]([S:82]([C:85]3[CH:90]=[CH:89][C:88]([CH3:91])=[CH:87][CH:86]=3)(=[O:84])=[O:83])[CH2:80][CH2:79][CH:78](C(OCC)=O)[C:77](=[O:97])[C:76]=2[CH:98]=1.Cl, predict the reaction product. The product is: [Cl:71][C:72]1[CH:73]=[CH:74][C:75]2[N:81]([S:82]([C:85]3[CH:90]=[CH:89][C:88]([CH3:91])=[CH:87][CH:86]=3)(=[O:83])=[O:84])[CH2:80][CH2:79][CH2:78][C:77](=[O:97])[C:76]=2[CH:98]=1. (2) Given the reactants [Cl:1][C:2]1[C:3]([OH:10])=[C:4]([CH:7]=[CH:8][CH:9]=1)[CH:5]=[O:6].[CH:11]([Mg]Cl)=[CH2:12].[Cl-].[NH4+], predict the reaction product. The product is: [Cl:1][C:2]1[CH:9]=[CH:8][CH:7]=[C:4]([CH:5]([OH:6])[CH:11]=[CH2:12])[C:3]=1[OH:10]. (3) Given the reactants [CH3:1][S:2]([CH2:5][CH:6]=[CH2:7])(=[O:4])=[O:3].[Br:8][C:9]1[CH:10]=[N:11][CH:12]=[C:13](Br)[CH:14]=1.CC([O-])=O.[Na+].C1C=CC(P(C2C=CC=CC=2)C2C=CC=CC=2)=CC=1, predict the reaction product. The product is: [Br:8][C:9]1[CH:10]=[N:11][CH:12]=[C:13]([CH:7]=[CH:6][CH2:5][S:2]([CH3:1])(=[O:4])=[O:3])[CH:14]=1. (4) Given the reactants [C:1]([C:5]1[NH:6][CH:7]=[CH:8][N:9]=1)([CH3:4])([CH3:3])[CH3:2].[H-].[Na+].[CH3:12][N:13]([CH3:18])[S:14](Cl)(=[O:16])=[O:15].[NH4+].[Cl-], predict the reaction product. The product is: [C:1]([C:5]1[N:6]([S:14]([N:13]([CH3:18])[CH3:12])(=[O:16])=[O:15])[CH:7]=[CH:8][N:9]=1)([CH3:4])([CH3:3])[CH3:2]. (5) Given the reactants [O:1]=[C:2]1[C:6]2([CH2:11][CH2:10][N:9]([C:12]([O:14][C:15]([CH3:18])([CH3:17])[CH3:16])=[O:13])[CH2:8][CH2:7]2)[CH2:5][CH2:4][NH:3]1.CC1(C)C2[C:41](=[C:42](P(C3C=CC=CC=3)C3C=CC=CC=3)[CH:43]=[CH:44][CH:45]=2)[O:40]C2C(P(C3C=CC=CC=3)C3C=CC=CC=3)=CC=CC1=2.O.C(=O)([O-])[O-:63].[K+].[K+], predict the reaction product. The product is: [CH3:45][CH:44]1[C:43]([N:3]2[CH2:4][CH2:5][C:6]3([CH2:11][CH2:10][N:9]([C:12]([O:14][C:15]([CH3:18])([CH3:17])[CH3:16])=[O:13])[CH2:8][CH2:7]3)[C:2]2=[O:1])=[CH:42][C:41](=[O:63])[O:40]1. (6) Given the reactants [NH2:1][C@H:2]1[CH2:6][CH2:5][N:4]([C:7]([O:9][C:10]([CH3:13])([CH3:12])[CH3:11])=[O:8])[CH2:3]1.[CH:14]1([C:17]([CH:19]2[CH2:21][CH2:20]2)=O)[CH2:16][CH2:15]1.[BH4-].[Na+], predict the reaction product. The product is: [CH:14]1([CH:17]([NH:1][C@H:2]2[CH2:6][CH2:5][N:4]([C:7]([O:9][C:10]([CH3:13])([CH3:12])[CH3:11])=[O:8])[CH2:3]2)[CH:19]2[CH2:21][CH2:20]2)[CH2:16][CH2:15]1. (7) Given the reactants [F:1][C:2]1[C:7]([NH2:8])=[CH:6][CH:5]=[C:4]([F:9])[C:3]=1[NH:10][C:11]1[C:16]([C:17]2[N:25]=[CH:24][N:23]=[C:22]3[C:18]=2[N:19]=[CH:20][N:21]3[CH:26]2[CH2:31][CH2:30][CH2:29][CH2:28][O:27]2)=[CH:15][CH:14]=[CH:13][N:12]=1.[N:32]1([S:38](Cl)(=[O:40])=[O:39])[CH2:37][CH2:36][O:35][CH2:34][CH2:33]1.N1C=CC=CC=1, predict the reaction product. The product is: [F:1][C:2]1[C:3]([NH:10][C:11]2[C:16]([C:17]3[N:25]=[CH:24][N:23]=[C:22]4[C:18]=3[N:19]=[CH:20][N:21]4[CH:26]3[CH2:31][CH2:30][CH2:29][CH2:28][O:27]3)=[CH:15][CH:14]=[CH:13][N:12]=2)=[C:4]([F:9])[CH:5]=[CH:6][C:7]=1[NH:8][S:38]([N:32]1[CH2:37][CH2:36][O:35][CH2:34][CH2:33]1)(=[O:40])=[O:39]. (8) Given the reactants [ClH:1].C(O)C.[C:5]([C:9]1[O:13][C:12]([C:14](=[O:22])/[C:15](=[N:19]/OC)/[CH:16]([CH3:18])[CH3:17])=[N:11][N:10]=1)([CH3:8])([CH3:7])[CH3:6], predict the reaction product. The product is: [ClH:1].[C:5]([C:9]1[O:13][C:12]([C:14]([CH:15]([NH2:19])[CH:16]([CH3:17])[CH3:18])=[O:22])=[N:11][N:10]=1)([CH3:8])([CH3:7])[CH3:6].